From a dataset of Forward reaction prediction with 1.9M reactions from USPTO patents (1976-2016). Predict the product of the given reaction. The product is: [ClH:1].[ClH:1].[CH3:2][O:3][C:4](=[O:22])[C@@H:5]([NH2:14])[CH2:6][CH2:7][N:8]1[CH2:13][CH2:12][CH2:11][CH2:10][CH2:9]1. Given the reactants [ClH:1].[CH3:2][O:3][C:4](=[O:22])[C@@H:5]([NH:14]C(OC(C)(C)C)=O)[CH2:6][CH2:7][N:8]1[CH2:13][CH2:12][CH2:11][CH2:10][CH2:9]1, predict the reaction product.